Dataset: Forward reaction prediction with 1.9M reactions from USPTO patents (1976-2016). Task: Predict the product of the given reaction. (1) The product is: [C:60]([O:59][C@@H:4]1[C:3]2[C:15]([CH3:16])([CH3:17])[C@@:14]([OH:41])([CH2:18][C@H:19]([O:20][C:21](=[O:22])[C@H:23]([OH:40])[C@@H:24]([NH:31][C:32](=[O:33])[C:34]3[CH:39]=[CH:38][CH:37]=[CH:36][CH:35]=3)[C:25]3[CH:26]=[CH:27][CH:28]=[CH:29][CH:30]=3)[C:2]=2[CH3:1])[C@@H:13]([O:42][C:43](=[O:44])[C:45]2[CH:50]=[CH:49][CH:48]=[CH:47][CH:46]=2)[CH:12]2[C@:11]3([O:53][C:54](=[O:55])[CH3:56])[CH2:51][O:52][C@@H:10]3[CH2:9][C@H:8]([O:57][Si:69]3([O:74][CH2:75][C:76]([O:78][CH2:79][C:80]4[CH:81]=[CH:82][CH:83]=[CH:84][CH:85]=4)=[O:77])[CH2:70][CH2:71][CH2:72][CH2:73]3)[C@@:7]2([CH3:58])[C:5]1=[O:6])(=[O:61])[CH3:62]. Given the reactants [CH3:1][C:2]1[C@@H:19]([O:20][C:21]([C@H:23]([OH:40])[C@@H:24]([NH:31][C:32]([C:34]2[CH:35]=[CH:36][CH:37]=[CH:38][CH:39]=2)=[O:33])[C:25]2[CH:26]=[CH:27][CH:28]=[CH:29][CH:30]=2)=[O:22])[CH2:18][C@:14]2([OH:41])[C:15]([CH3:17])([CH3:16])[C:3]=1[C@@H:4]([O:59][C:60]([CH3:62])=[O:61])[C:5]([C@@:7]1([CH3:58])[C@H:12]([C@@H:13]2[O:42][C:43]([C:45]2[CH:46]=[CH:47][CH:48]=[CH:49][CH:50]=2)=[O:44])[C@:11]2([O:53][C:54]([CH3:56])=[O:55])[CH2:51][O:52][C@@H:10]2[CH2:9][C@@H:8]1[OH:57])=[O:6].N1C=CN=C1.Cl[Si:69]1([O:74][CH2:75][C:76]([O:78][CH2:79][C:80]2[CH:85]=[CH:84][CH:83]=[CH:82][CH:81]=2)=[O:77])[CH2:73][CH2:72][CH2:71][CH2:70]1.[SiH3]Cl, predict the reaction product. (2) The product is: [C:1]([O:4][CH2:5][CH2:6][O:7][C:8]1[CH:12]=[C:11]([NH:20][S:21]([C:24]2[CH:25]=[CH:26][C:27]([C:30]([CH3:33])([CH3:32])[CH3:31])=[CH:28][CH:29]=2)(=[O:22])=[O:23])[N:10]([CH3:34])[N:9]=1)(=[O:3])[CH3:2]. Given the reactants [C:1]([O:4][CH2:5][CH2:6][O:7][C:8]1[C:12](C(OC(C)(C)C)=O)=[C:11]([NH:20][S:21]([C:24]2[CH:29]=[CH:28][C:27]([C:30]([CH3:33])([CH3:32])[CH3:31])=[CH:26][CH:25]=2)(=[O:23])=[O:22])[N:10]([CH3:34])[N:9]=1)(=[O:3])[CH3:2].FC(F)(F)C(O)=O, predict the reaction product. (3) Given the reactants [Br:1][C:2]1[CH:3]=[C:4]([C:8](N(OC)C)=[O:9])[CH:5]=[N:6][CH:7]=1.[CH:14]1([Mg]Br)[CH2:16][CH2:15]1, predict the reaction product. The product is: [Br:1][C:2]1[CH:3]=[C:4]([C:8]([CH:14]2[CH2:16][CH2:15]2)=[O:9])[CH:5]=[N:6][CH:7]=1. (4) Given the reactants S(S([O-])=O)([O-])(=O)=O.[Na+].[Na+].[F:10][C:11]([F:28])([F:27])[C:12]1[CH:26]=[CH:25][CH:24]=[CH:23][C:13]=1[O:14][C:15]1[CH:22]=[CH:21][C:18]([CH:19]=O)=[CH:17][CH:16]=1.[NH2:29][C:30]1[CH:31]=[C:32]([CH:38]=[CH:39][C:40]=1[NH2:41])[C:33]([O:35][CH2:36][CH3:37])=[O:34], predict the reaction product. The product is: [F:10][C:11]([F:28])([F:27])[C:12]1[CH:26]=[CH:25][CH:24]=[CH:23][C:13]=1[O:14][C:15]1[CH:22]=[CH:21][C:18]([C:19]2[NH:29][C:30]3[CH:31]=[C:32]([C:33]([O:35][CH2:36][CH3:37])=[O:34])[CH:38]=[CH:39][C:40]=3[N:41]=2)=[CH:17][CH:16]=1.